From a dataset of Forward reaction prediction with 1.9M reactions from USPTO patents (1976-2016). Predict the product of the given reaction. (1) Given the reactants CC(OI1(OC(C)=O)(OC(C)=O)OC(=O)C2C=CC=CC1=2)=O.[CH3:23][O:24][CH2:25][CH2:26][N:27]1[C:31]([CH2:32][OH:33])=[N:30][C:29]([C:34]2[CH:39]=[CH:38][CH:37]=[CH:36][CH:35]=2)=[N:28]1, predict the reaction product. The product is: [CH3:23][O:24][CH2:25][CH2:26][N:27]1[C:31]([CH:32]=[O:33])=[N:30][C:29]([C:34]2[CH:39]=[CH:38][CH:37]=[CH:36][CH:35]=2)=[N:28]1. (2) Given the reactants [CH3:1][O:2][C:3]1[CH:8]=[CH:7][C:6]([N+:9]([O-])=O)=[CH:5][C:4]=1[N:12]1[CH2:17][CH2:16][N:15]([C:18](=[O:23])[C:19]([Cl:22])([Cl:21])[Cl:20])[CH2:14][CH2:13]1, predict the reaction product. The product is: [NH2:9][C:6]1[CH:7]=[CH:8][C:3]([O:2][CH3:1])=[C:4]([N:12]2[CH2:13][CH2:14][N:15]([C:18](=[O:23])[C:19]([Cl:22])([Cl:20])[Cl:21])[CH2:16][CH2:17]2)[CH:5]=1. (3) Given the reactants C(N(CC)CC)C.[CH3:8][S:9](Cl)(=[O:11])=[O:10].Cl.[CH3:14][O:15][C:16]1[CH:21]=[CH:20][C:19]([C:22]2[N:23]=[C:24]([C:37]([N:39]3[CH2:44][CH2:43][CH2:42][CH2:41][CH2:40]3)=[O:38])[O:25][C:26]=2[C:27]2[CH:36]=[CH:35][C:30]([O:31][CH2:32][CH2:33][NH2:34])=[CH:29][CH:28]=2)=[CH:18][CH:17]=1, predict the reaction product. The product is: [CH3:14][O:15][C:16]1[CH:17]=[CH:18][C:19]([C:22]2[N:23]=[C:24]([C:37]([N:39]3[CH2:44][CH2:43][CH2:42][CH2:41][CH2:40]3)=[O:38])[O:25][C:26]=2[C:27]2[CH:36]=[CH:35][C:30]([O:31][CH2:32][CH2:33][NH:34][S:9]([CH3:8])(=[O:11])=[O:10])=[CH:29][CH:28]=2)=[CH:20][CH:21]=1. (4) Given the reactants [CH2:1]([O:8][CH2:9][CH:10]1[CH2:12][NH:11]1)[C:2]1[CH:7]=[CH:6][CH:5]=[CH:4][CH:3]=1.C(N(CC)C(C)C)(C)C.Br[CH2:23][C:24]([O:26][CH2:27]C)=[O:25], predict the reaction product. The product is: [CH2:1]([O:8][CH2:9][CH:10]1[CH2:12][N:11]1[CH2:23][C:24]([O:26][CH3:27])=[O:25])[C:2]1[CH:7]=[CH:6][CH:5]=[CH:4][CH:3]=1. (5) Given the reactants [Si]([O:8][CH2:9][C@@H:10]([NH:19][C:20]([N:22]1[CH2:31][CH2:30][C:29]2[CH:28]=[N:27][C:26]([NH:32][CH:33]3[CH2:38][CH2:37][O:36][CH2:35][CH2:34]3)=[N:25][C:24]=2[CH2:23]1)=[O:21])[C:11]1[CH:16]=[CH:15][C:14]([Cl:17])=[C:13]([F:18])[CH:12]=1)(C(C)(C)C)(C)C.Cl.[NH4+].[Cl-], predict the reaction product. The product is: [Cl:17][C:14]1[CH:15]=[CH:16][C:11]([C@H:10]([NH:19][C:20]([N:22]2[CH2:31][CH2:30][C:29]3[CH:28]=[N:27][C:26]([NH:32][CH:33]4[CH2:38][CH2:37][O:36][CH2:35][CH2:34]4)=[N:25][C:24]=3[CH2:23]2)=[O:21])[CH2:9][OH:8])=[CH:12][C:13]=1[F:18].